From a dataset of Reaction yield outcomes from USPTO patents with 853,638 reactions. Predict the reaction yield, written as a fraction of the theoretical maximum amount of product (1.0 means a 100% yield; for example, 0.34 means a 34% yield). (1) The reactants are [I:1][C:2]1[C:10]2[C:5](=[N:6][CH:7]=[CH:8][CH:9]=2)[NH:4][CH:3]=1.C([O-])([O-])=O.[K+].[K+].[C:17]1([S:23](Cl)(=[O:25])=[O:24])[CH:22]=[CH:21][CH:20]=[CH:19][CH:18]=1. The catalyst is C(#N)C. The product is [I:1][C:2]1[C:10]2[C:5](=[N:6][CH:7]=[CH:8][CH:9]=2)[N:4]([S:23]([C:17]2[CH:22]=[CH:21][CH:20]=[CH:19][CH:18]=2)(=[O:25])=[O:24])[CH:3]=1. The yield is 0.741. (2) The reactants are [OH:1][C@@H:2]1[CH:19]2[C@:14]([CH3:21])([CH2:15][CH2:16][C:17](=[O:20])[CH2:18]2)[C@@H:13]2[C@H:4]([C@H:5]3[C@@:9]([CH2:11][CH2:12]2)([CH3:10])[C:8](=[O:22])[CH2:7][CH2:6]3)[CH2:3]1.[CH3:23][C:24](OC(C)=O)=[O:25]. The catalyst is N1C=CC=CC=1.CN(C1C=CN=CC=1)C. The product is [C:24]([O:1][C@@H:2]1[CH:19]2[C@:14]([CH3:21])([CH2:15][CH2:16][C:17](=[O:20])[CH2:18]2)[C@@H:13]2[C@H:4]([C@H:5]3[C@@:9]([CH2:11][CH2:12]2)([CH3:10])[C:8](=[O:22])[CH2:7][CH2:6]3)[CH2:3]1)(=[O:25])[CH3:23]. The yield is 1.00.